From a dataset of Forward reaction prediction with 1.9M reactions from USPTO patents (1976-2016). Predict the product of the given reaction. Given the reactants [N:1]1[CH:6]=[CH:5][C:4]([CH:7]=[O:8])=[CH:3][CH:2]=1.[OH-].[K+].[CH2:11]([N:13]([CH2:19][CH3:20])[C:14](=[O:18])[CH2:15][N+:16]#[C-:17])[CH3:12], predict the reaction product. The product is: [CH2:11]([N:13]([CH2:19][CH3:20])[C:14]([C@H:15]1[C@H:7]([C:4]2[CH:5]=[CH:6][N:1]=[CH:2][CH:3]=2)[O:8][CH:17]=[N:16]1)=[O:18])[CH3:12].